Dataset: Forward reaction prediction with 1.9M reactions from USPTO patents (1976-2016). Task: Predict the product of the given reaction. (1) Given the reactants [CH:1](=[C:3]1[CH2:8][CH2:7][N:6]([C:9]([O:11][C:12]([CH3:15])([CH3:14])[CH3:13])=[O:10])[CH2:5][CH2:4]1)[CH3:2].ClC1C=C(C=CC=1)C(OO)=[O:21], predict the reaction product. The product is: [CH3:2][CH:1]1[C:3]2([CH2:4][CH2:5][N:6]([C:9]([O:11][C:12]([CH3:14])([CH3:13])[CH3:15])=[O:10])[CH2:7][CH2:8]2)[O:21]1. (2) The product is: [C:1]([C:4]1[CH:5]=[C:6]([Cl:13])[C:7]([C:8]#[N:9])=[C:10]([I:14])[C:11]=1[OH:12])(=[O:3])[CH3:2]. Given the reactants [C:1]([C:4]1[C:11]([OH:12])=[CH:10][C:7]([C:8]#[N:9])=[C:6]([Cl:13])[CH:5]=1)(=[O:3])[CH3:2].[I:14]N1C(=O)CCC1=O, predict the reaction product. (3) Given the reactants [N+:1]([C:4]1[CH:5]=[N:6][NH:7][CH:8]=1)([O-:3])=[O:2].S(OC)(O[CH3:13])(=O)=O, predict the reaction product. The product is: [CH3:13][N:6]1[CH:5]=[C:4]([N+:1]([O-:3])=[O:2])[CH:8]=[N:7]1. (4) Given the reactants [C:1]1([C:7]2[NH:8][C:9]3[CH:15]=[CH:14][CH:13]=[CH:12][C:10]=3[N:11]=2)[CH:6]=[CH:5][CH:4]=[CH:3][CH:2]=1.[CH2:16]1CCN2C(=NCCC2)CC1, predict the reaction product. The product is: [CH3:16][N:11]1[C:10]2[CH:12]=[CH:13][CH:14]=[CH:15][C:9]=2[N:8]=[C:7]1[C:1]1[CH:2]=[CH:3][CH:4]=[CH:5][CH:6]=1. (5) Given the reactants [Cl:1][C:2]1[CH:11]=[C:10]2[C:5]([C:6]([N:12]3[CH2:17][CH2:16][NH:15][CH:14]([C:18]([NH2:20])=[O:19])[CH2:13]3)=[N:7][CH:8]=[N:9]2)=[CH:4][C:3]=1[C:21]1[CH:26]=[CH:25][C:24]([Cl:27])=[CH:23][CH:22]=1.F[P-](F)(F)(F)(F)F.N1(O[P+](N(C)C)(N(C)C)N(C)C)C2C=CC=CC=2N=N1.[CH3:55][N:56]([CH3:63])[CH2:57]/[CH:58]=[CH:59]/[C:60](O)=[O:61].CCN(C(C)C)C(C)C, predict the reaction product. The product is: [Cl:1][C:2]1[CH:11]=[C:10]2[C:5]([C:6]([N:12]3[CH2:17][CH2:16][N:15]([C:60](=[O:61])/[CH:59]=[CH:58]/[CH2:57][N:56]([CH3:63])[CH3:55])[CH:14]([C:18]([NH2:20])=[O:19])[CH2:13]3)=[N:7][CH:8]=[N:9]2)=[CH:4][C:3]=1[C:21]1[CH:26]=[CH:25][C:24]([Cl:27])=[CH:23][CH:22]=1. (6) Given the reactants [Cl:1][C:2]1[CH:3]=[CH:4][C:5]2[NH:11]/[C:10](=[N:12]\[NH2:13])/[C@@H:9]([CH2:14][C:15]3[O:16][C:17]([CH2:20][CH2:21][C:22]([O:24][CH3:25])=[O:23])=[CH:18][N:19]=3)[O:8][C@H:7]([C:26]3[CH:31]=[CH:30][CH:29]=[C:28]([O:32][CH3:33])[C:27]=3[O:34][CH3:35])[C:6]=2[CH:36]=1.[F:37][CH:38]([F:47])[C:39](O[C:39](=O)[CH:38]([F:47])[F:37])=O.FC(F)C(O)=O.C1(C)C=CC=CC=1, predict the reaction product. The product is: [Cl:1][C:2]1[CH:3]=[CH:4][C:5]2[N:11]3[C:39]([CH:38]([F:47])[F:37])=[N:13][N:12]=[C:10]3[C@@H:9]([CH2:14][C:15]3[O:16][C:17]([CH2:20][CH2:21][C:22]([O:24][CH3:25])=[O:23])=[CH:18][N:19]=3)[O:8][C@H:7]([C:26]3[CH:31]=[CH:30][CH:29]=[C:28]([O:32][CH3:33])[C:27]=3[O:34][CH3:35])[C:6]=2[CH:36]=1.